This data is from Peptide-MHC class I binding affinity with 185,985 pairs from IEDB/IMGT. The task is: Regression. Given a peptide amino acid sequence and an MHC pseudo amino acid sequence, predict their binding affinity value. This is MHC class I binding data. (1) The peptide sequence is PLRPMTYK. The MHC is HLA-B57:01 with pseudo-sequence HLA-B57:01. The binding affinity (normalized) is 0. (2) The binding affinity (normalized) is 0. The MHC is HLA-A33:01 with pseudo-sequence HLA-A33:01. The peptide sequence is ALNSVANRSK.